Dataset: Forward reaction prediction with 1.9M reactions from USPTO patents (1976-2016). Task: Predict the product of the given reaction. The product is: [N+:32](=[CH:31][C:2]([CH:4]1[CH2:9][CH2:8][N:7]([C:10]([O:12][CH2:13][CH:14]2[C:26]3[CH:25]=[CH:24][CH:23]=[CH:22][C:21]=3[C:20]3[C:15]2=[CH:16][CH:17]=[CH:18][CH:19]=3)=[O:11])[CH2:6][CH2:5]1)=[O:3])=[N-:33]. Given the reactants Cl[C:2]([CH:4]1[CH2:9][CH2:8][N:7]([C:10]([O:12][CH2:13][CH:14]2[C:26]3[CH:25]=[CH:24][CH:23]=[CH:22][C:21]=3[C:20]3[C:15]2=[CH:16][CH:17]=[CH:18][CH:19]=3)=[O:11])[CH2:6][CH2:5]1)=[O:3].[Si]([CH:31]=[N+:32]=[N-:33])(C)(C)C, predict the reaction product.